This data is from Full USPTO retrosynthesis dataset with 1.9M reactions from patents (1976-2016). The task is: Predict the reactants needed to synthesize the given product. (1) Given the product [Cl:9][C:4]1[CH:3]=[C:2]([B:20]2[O:21][C:22]([CH3:24])([CH3:23])[C:18]([CH3:25])([CH3:17])[O:19]2)[CH:7]=[CH:6][C:5]=1[NH2:8], predict the reactants needed to synthesize it. The reactants are: Br[C:2]1[CH:7]=[CH:6][C:5]([NH2:8])=[C:4]([Cl:9])[CH:3]=1.C(N(CC)CC)C.[CH3:17][C:18]1([CH3:25])[C:22]([CH3:24])([CH3:23])[O:21][BH:20][O:19]1. (2) The reactants are: [O:1]=[S:2]1(=[O:60])[CH2:7][CH2:6][N:5]([CH2:8][CH2:9][NH:10][C:11]([C@:13]23[CH2:56][CH2:55][C@@H:54]([C:57]([CH3:59])=[CH2:58])[C@@H:14]2[C@@H:15]2[C@@:28]([CH3:31])([CH2:29][CH2:30]3)[C@@:27]3([CH3:32])[C@@H:18]([C@:19]4([CH3:53])[C@@H:24]([CH2:25][CH2:26]3)[C:23]([CH3:34])([CH3:33])[C:22]([C:35]3[CH2:40][CH2:39][C@:38]([CH2:51][F:52])([C:41]([O:43]CC5C=CC=CC=5)=[O:42])[CH2:37][CH:36]=3)=[CH:21][CH2:20]4)[CH2:17][CH2:16]2)=[O:12])[CH2:4][CH2:3]1.[C:61]([OH:67])([C:63]([F:66])([F:65])[F:64])=[O:62].[OH-].[Li+]. Given the product [O:60]=[S:2]1(=[O:1])[CH2:3][CH2:4][N:5]([CH2:8][CH2:9][NH:10][C:11]([C@:13]23[CH2:56][CH2:55][C@@H:54]([C:57]([CH3:59])=[CH2:58])[C@@H:14]2[C@@H:15]2[C@@:28]([CH3:31])([CH2:29][CH2:30]3)[C@@:27]3([CH3:32])[C@@H:18]([C@:19]4([CH3:53])[C@@H:24]([CH2:25][CH2:26]3)[C:23]([CH3:34])([CH3:33])[C:22]([C:35]3[CH2:40][CH2:39][C@:38]([CH2:51][F:52])([C:41]([OH:43])=[O:42])[CH2:37][CH:36]=3)=[CH:21][CH2:20]4)[CH2:17][CH2:16]2)=[O:12])[CH2:6][CH2:7]1.[C:61]([OH:67])([C:63]([F:66])([F:65])[F:64])=[O:62], predict the reactants needed to synthesize it. (3) The reactants are: [NH:1]1[CH:5]=[C:4]([NH:6]C(C2C3C(=CC(Br)=CC=3)N(COCC[Si](C)(C)C)N=2)=O)[CH:3]=[N:2]1.[C:27]([N:46]1[C:54]2[C:49](=[CH:50][CH:51]=[CH:52][CH:53]=2)[C:48]([C:55](O)=[O:56])=[N:47]1)([C:40]1[CH:45]=[CH:44][CH:43]=[CH:42][CH:41]=1)([C:34]1[CH:39]=[CH:38][CH:37]=[CH:36][CH:35]=1)[C:28]1[CH:33]=[CH:32][CH:31]=[CH:30][CH:29]=1. Given the product [NH:1]1[CH:5]=[C:4]([NH:6][C:55]([C:48]2[C:49]3[C:54](=[CH:53][CH:52]=[CH:51][CH:50]=3)[N:46]([C:27]([C:28]3[CH:33]=[CH:32][CH:31]=[CH:30][CH:29]=3)([C:34]3[CH:35]=[CH:36][CH:37]=[CH:38][CH:39]=3)[C:40]3[CH:45]=[CH:44][CH:43]=[CH:42][CH:41]=3)[N:47]=2)=[O:56])[CH:3]=[N:2]1, predict the reactants needed to synthesize it. (4) Given the product [CH:32]1([CH2:31][O:1][C:2]2[C:3](=[O:29])[C:4]([C:18]3[N:22]([C:23]4[CH:24]=[CH:25][CH:26]=[CH:27][CH:28]=4)[N:21]=[CH:20][CH:19]=3)=[N:5][N:6]([C:8]3[CH:13]=[CH:12][CH:11]=[C:10]([C:14]([F:16])([F:15])[F:17])[CH:9]=3)[CH:7]=2)[CH2:34][CH2:33]1, predict the reactants needed to synthesize it. The reactants are: [OH:1][C:2]1[C:3](=[O:29])[C:4]([C:18]2[N:22]([C:23]3[CH:28]=[CH:27][CH:26]=[CH:25][CH:24]=3)[N:21]=[CH:20][CH:19]=2)=[N:5][N:6]([C:8]2[CH:13]=[CH:12][CH:11]=[C:10]([C:14]([F:17])([F:16])[F:15])[CH:9]=2)[CH:7]=1.Br[CH2:31][CH:32]1[CH2:34][CH2:33]1.C([O-])([O-])=O.[K+].[K+].O. (5) Given the product [N+:27]([C:30]1[CH:35]=[CH:34][C:33]([S:36]([O:39][C@H:40]2[CH2:45][CH2:43][N:42]([C:46]([O:48][C:49]([CH3:51])([CH3:52])[CH3:50])=[O:47])[CH2:41]2)(=[O:37])=[O:38])=[CH:32][CH:31]=1)([O-:29])=[O:28], predict the reactants needed to synthesize it. The reactants are: C(OC(N1CC[C@H](O)C1)=O)(C)(C)C.[N+](C1C=CC(S(Cl)(=O)=O)=CC=1)([O-])=O.[N+:27]([C:30]1[CH:35]=[CH:34][C:33]([S:36]([O:39][CH:40]2[CH2:45]C[CH2:43][N:42]([C:46]([O:48][C:49]([CH3:52])([CH3:51])[CH3:50])=[O:47])[CH2:41]2)(=[O:38])=[O:37])=[CH:32][CH:31]=1)([O-:29])=[O:28]. (6) Given the product [CH2:16]([O:15][C:10](=[O:14])[C@H:11]([CH3:13])[NH:5][C:4]1[CH:3]=[C:2]([Cl:1])[CH:8]=[C:7]([Cl:9])[CH:6]=1)[CH2:17][CH3:18], predict the reactants needed to synthesize it. The reactants are: [Cl:1][C:2]1[CH:3]=[C:4]([CH:6]=[C:7]([Cl:9])[CH:8]=1)[NH2:5].[C:10]([O:15][CH2:16][CH2:17][CH3:18])(=[O:14])[C:11]([CH3:13])=O.